From a dataset of Experimentally validated miRNA-target interactions with 360,000+ pairs, plus equal number of negative samples. Binary Classification. Given a miRNA mature sequence and a target amino acid sequence, predict their likelihood of interaction. (1) The miRNA is mmu-miR-23b-3p with sequence AUCACAUUGCCAGGGAUUACC. Result: 0 (no interaction). The protein sequence of the target gene is MVSWIISRLVVLIFGTLYPAYSSYKAVKTKNVKEYVKWMMYWIVFAFFTTAETLTDIILSWFPFYFELKIAFVIWLLSPYTKGSSVLYRKFVHPTLSNKEKEIDEYITQARDKSYETMMRVGKRGLNLAANAAVTAAAKGQGVLSEKLRSFSMQDLTLIRDEDALPLQGPDGRLQPGPVGLLDTIEDLGDEPALSLRSSTSQPDPRTETSEDDLGDKAPKRTKPIKKVPRAEPPASKTLKTRPKKKSSGGGDSA. (2) The miRNA is hsa-miR-409-5p with sequence AGGUUACCCGAGCAACUUUGCAU. The protein sequence of the target gene is MSTESMIRDVELAEEALPQKMGGFQNSRRCLCLSLFSFLLVAGATTLFCLLNFGVIGPQRDEKFPNGLPLISSMAQTLTLRSSSQNSSDKPVAHVVANHQVEEQLEWLSQRANALLANGMDLKDNQLVVPADGLYLVYSQVLFKGQGCPDYVLLTHTVSRFAISYQEKVNLLSAVKSPCPKDTPEGAELKPWYEPIYLGGVFQLEKGDQLSAEVNLPKYLDFAESGQVYFGVIAL. Result: 0 (no interaction). (3) The miRNA is kshv-miR-K12-5-3p with sequence UAGGAUGCCUGGAACUUGCCGGU. The protein sequence of the target gene is MAQFPTPFGGSLDVWAITVEERAKHDQQFLSLKPIAGFITGDQARNFFFQSGLPQPVLAQIWALADMNNDGRMDQVEFSIAMKLIKLKLQGYQLPSTLPPVMKQQPVAISSAPAFGIGGIASMPPLTAVAPVPMGSIPVVGMSPPLVSSVPPAAVPPLANGAPPVIQPLPAFAHPAATLPKSSSFSRSGPGSQLNTKLQKAQSFDVASAPPAAEWAVPQSSRLKYRQLFNSHDKTMSGHLTGPQARTILMQSSLPQAQLASIWNLSDIDQDGKLTAEEFILAMHLIDVAMSGQPLPPVLP.... Result: 0 (no interaction). (4) The miRNA is hsa-miR-4766-5p with sequence UCUGAAAGAGCAGUUGGUGUU. The protein sequence of the target gene is MPKGGCPKAPQQEELPLSSDMVEKQTGKKDKDKVSLTKTPKLERGDGGKEVRERASKRKLPFTAGANGEQKDSDTEKQGPERKRIKKEPVTRKAGLLFGMGLSGIRAGYPLSERQQVALLMQMTAEESANSPVDTTPKHPSQSTVCQKGTPNSASKTKDKVNKRNERGETRLHRAAIRGDARRIKELISEGADVNVKDFAGWTALHEACNRGYYDVAKQLLAAGAEVNTKGLDDDTPLHDAANNGHYKVVKLLLRYGGNPQQSNRKGETPLKVANSPTMVNLLLGKGTYTSSEESSTESS.... Result: 1 (interaction). (5) The miRNA is hsa-miR-6752-3p with sequence UCCCUGCCCCCAUACUCCCAG. The protein sequence of the target gene is MGAASCEDEELEFKLVFGEEKEPPPLGPGGPGEELDSEDTPPCCRLALGEPLPYGAAPIGIPRPPPPRPGMHSPPPRPAPSPGTWESQPARSVRLGGPGGNAGGAGGGRVLECPSIRITSISPTPDPPTSLEDTSETWGDGSPRDYPPPEGFGGYREAGGQGGGAFFSPSPGSSSLSSWSFFSDASDEAALYAACDEVESELNEAASRFGLSSPLPSPRASPRPWTPEDPWSLYGPSSGGRAPEDSWLLLSAPGPVPASPRPASPCGKRRYSSSGTPSSASPALSRRGSLGEEGPEPPPP.... Result: 0 (no interaction). (6) The miRNA is mmu-miR-344g-5p with sequence AGUCAGGCUCCUGGCAGGAGU. The protein sequence of the target gene is MEEWDVPQMKKEVESLKYQLAFQREMASKTIPELLKWIEDGIPKDPFLNPDLMKNNPWVEKGKCTIL. Result: 0 (no interaction). (7) The miRNA is hsa-miR-892c-3p with sequence CACUGUUUCCUUUCUGAGUGGA. The protein sequence of the target gene is MFLATLYFALPLLDLLLSAEVSGGDRLDCVKASDQCLKEQSCSTKYRTLRQCVAGKETNFSLASGLEAKDECRSAMEALKQKSLYNCRCKRGMKKEKNCLRIYWSMYQSLQGNDLLEDSPYEPVNSRLSDIFRVVPFISDVFQQVEHIPKGNNCLDAAKACNLDDICKKYRSAYITPCTTSVSNDVCNRRKCHKALRQFFDKVPAKHSYGMLFCSCRDIACTERRRQTIVPVCSYEEREKPNCLNLQDSCKTNYICRSRLADFFTNCQPESRSVSSCLKENYADCLLAYSGLIGTVMTPN.... Result: 1 (interaction).